This data is from NCI-60 drug combinations with 297,098 pairs across 59 cell lines. The task is: Regression. Given two drug SMILES strings and cell line genomic features, predict the synergy score measuring deviation from expected non-interaction effect. (1) Drug 2: C(CC(=O)O)C(=O)CN.Cl. Cell line: SK-OV-3. Synergy scores: CSS=22.2, Synergy_ZIP=-5.83, Synergy_Bliss=1.48, Synergy_Loewe=-10.7, Synergy_HSA=0.814. Drug 1: CC1=C2C(C(=O)C3(C(CC4C(C3C(C(C2(C)C)(CC1OC(=O)C(C(C5=CC=CC=C5)NC(=O)OC(C)(C)C)O)O)OC(=O)C6=CC=CC=C6)(CO4)OC(=O)C)O)C)O. (2) Cell line: BT-549. Drug 1: CC1=C(C(=CC=C1)Cl)NC(=O)C2=CN=C(S2)NC3=CC(=NC(=N3)C)N4CCN(CC4)CCO. Synergy scores: CSS=10.8, Synergy_ZIP=-3.90, Synergy_Bliss=0.179, Synergy_Loewe=-8.83, Synergy_HSA=0.173. Drug 2: CCC1(C2=C(COC1=O)C(=O)N3CC4=CC5=C(C=CC(=C5CN(C)C)O)N=C4C3=C2)O.Cl. (3) Drug 1: CN(C)N=NC1=C(NC=N1)C(=O)N. Drug 2: C1CN1P(=S)(N2CC2)N3CC3. Cell line: SNB-75. Synergy scores: CSS=2.91, Synergy_ZIP=-1.91, Synergy_Bliss=-1.72, Synergy_Loewe=-14.1, Synergy_HSA=-3.40. (4) Drug 1: C1CCC(CC1)NC(=O)N(CCCl)N=O. Drug 2: C1=NC2=C(N1)C(=S)N=C(N2)N. Synergy scores: CSS=31.0, Synergy_ZIP=-4.63, Synergy_Bliss=-5.46, Synergy_Loewe=-10.6, Synergy_HSA=-2.62. Cell line: MCF7. (5) Drug 1: CNC(=O)C1=CC=CC=C1SC2=CC3=C(C=C2)C(=NN3)C=CC4=CC=CC=N4. Drug 2: C(=O)(N)NO. Cell line: NCI-H322M. Synergy scores: CSS=0.241, Synergy_ZIP=0.346, Synergy_Bliss=-2.30, Synergy_Loewe=-3.57, Synergy_HSA=-3.24.